Dataset: Peptide-MHC class II binding affinity with 134,281 pairs from IEDB. Task: Regression. Given a peptide amino acid sequence and an MHC pseudo amino acid sequence, predict their binding affinity value. This is MHC class II binding data. (1) The peptide sequence is QFKRASPILRFLYAN. The MHC is DRB1_1302 with pseudo-sequence DRB1_1302. The binding affinity (normalized) is 0.473. (2) The peptide sequence is QQYTAALSPILFECL. The binding affinity (normalized) is 0.785. The MHC is DRB1_0701 with pseudo-sequence DRB1_0701. (3) The binding affinity (normalized) is 0.471. The MHC is DRB1_0101 with pseudo-sequence DRB1_0101. The peptide sequence is GETQIVDKIDAAFKI. (4) The peptide sequence is SFELLNAPATVCGPK. The MHC is DRB5_0101 with pseudo-sequence DRB5_0101. The binding affinity (normalized) is 0.384. (5) The binding affinity (normalized) is 0. The MHC is DRB1_0404 with pseudo-sequence DRB1_0404. The peptide sequence is QTNGPWMQVPLEVKR. (6) The peptide sequence is EVVKANGGYLAAGKL. The MHC is DRB1_1001 with pseudo-sequence DRB1_1001. The binding affinity (normalized) is 0.659. (7) The peptide sequence is LPSQAFEYILYNKG. The MHC is HLA-DQA10301-DQB10302 with pseudo-sequence HLA-DQA10301-DQB10302. The binding affinity (normalized) is 0.152. (8) The peptide sequence is MEKYQLAVTIMAILC. The MHC is DRB1_0401 with pseudo-sequence DRB1_0401. The binding affinity (normalized) is 0.335. (9) The peptide sequence is AAATAGTTHYGAFAA. The MHC is HLA-DQA10501-DQB10301 with pseudo-sequence HLA-DQA10501-DQB10301. The binding affinity (normalized) is 0.616.